Dataset: Catalyst prediction with 721,799 reactions and 888 catalyst types from USPTO. Task: Predict which catalyst facilitates the given reaction. (1) The catalyst class is: 1. Product: [F:20][CH:2]([F:1])[O:3][C:4]1[CH:9]=[CH:8][C:7]([N:10]2[CH:14]=[CH:13][C:12]([C:15]([OH:17])=[O:16])=[N:11]2)=[CH:6][CH:5]=1. Reactant: [F:1][CH:2]([F:20])[O:3][C:4]1[CH:9]=[CH:8][C:7]([N:10]2[CH:14]=[CH:13][C:12]([C:15]([O:17]CC)=[O:16])=[N:11]2)=[CH:6][CH:5]=1.CO.O. (2) Reactant: [F:1][C:2]1[CH:7]=[CH:6][C:5]([C:8]2[C:17]([N:18]3[CH2:22][CH2:21][CH2:20][C@@H:19]3[CH3:23])=[N:16][C:15]3[C:10](=[CH:11][C:12]([OH:28])=[C:13]([C:24]([O:26]C)=[O:25])[CH:14]=3)[N:9]=2)=[CH:4][CH:3]=1.[OH-].[Na+]. Product: [F:1][C:2]1[CH:7]=[CH:6][C:5]([C:8]2[C:17]([N:18]3[CH2:22][CH2:21][CH2:20][C@@H:19]3[CH3:23])=[N:16][C:15]3[C:10](=[CH:11][C:12]([OH:28])=[C:13]([C:24]([OH:26])=[O:25])[CH:14]=3)[N:9]=2)=[CH:4][CH:3]=1. The catalyst class is: 24. (3) Reactant: C([N+](CCCC)(CCCC)CCCC)CCC.[P:18]([O:22][CH2:23][C@@H:24]1[C@@H:28]([O:29][P:30]([O:33][CH2:34][C@@H:35]2[C@@H:39]([OH:40])[C@@H:38]([OH:41])[C@H:37]([N:42]3[CH:50]=[N:49][C:48]4[C:43]3=[N:44][CH:45]=[N:46][C:47]=4[NH2:51])[O:36]2)([OH:32])=[O:31])[CH2:27][C@H:26]([N:52]2[CH:57]=[CH:56][C:55]([NH2:58])=[N:54][C:53]2=[O:59])[O:25]1)([OH:21])([OH:20])=[O:19].[N:60]([C:63]1[CH:91]=[CH:90][C:66]([CH2:67][O:68][C:69]([NH:71][CH2:72][CH2:73][CH2:74][C@H:75]([NH:82][C:83]([O:85][C:86]([CH3:89])([CH3:88])[CH3:87])=[O:84])[C:76](OCC#N)=[O:77])=[O:70])=[CH:65][CH:64]=1)=[N+:61]=[N-:62]. Product: [N:60]([C:63]1[CH:91]=[CH:90][C:66]([CH2:67][O:68][C:69]([NH:71][CH2:72][CH2:73][CH2:74][C@@H:75]([NH:82][C:83]([O:85][C:86]([CH3:87])([CH3:89])[CH3:88])=[O:84])[C:76]([O:40][C@H:39]2[C@@H:38]([OH:41])[C@H:37]([N:42]3[CH:50]=[N:49][C:48]4[C:43]3=[N:44][CH:45]=[N:46][C:47]=4[NH2:51])[O:36][C@H:35]2[CH2:34][O:33][P:30]([O:29][C@H:28]2[CH2:27][C@H:26]([N:52]3[CH:57]=[CH:56][C:55]([NH2:58])=[N:54][C:53]3=[O:59])[O:25][C@@H:24]2[CH2:23][O:22][P:18]([OH:21])([OH:20])=[O:19])([OH:32])=[O:31])=[O:77])=[O:70])=[CH:65][CH:64]=1)=[N+:61]=[N-:62]. The catalyst class is: 10. (4) Reactant: [NH2:1][C:2]1[CH:9]=[CH:8][C:5]([C:6]#[N:7])=[CH:4][CH:3]=1.Cl.[N:11]([O-])=O.[Na+].[C:15]1([OH:21])[CH:20]=[CH:19][CH:18]=[CH:17][CH:16]=1.[OH-].[K+]. Product: [OH:21][C:15]1[CH:20]=[CH:19][C:18]([N:11]=[N:1][C:2]2[CH:9]=[CH:8][C:5]([C:6]#[N:7])=[CH:4][CH:3]=2)=[CH:17][CH:16]=1. The catalyst class is: 6. (5) Reactant: [N+:1](/[CH:4]=[CH:5]/[C:6]1[CH:11]=[CH:10][CH:9]=[CH:8][CH:7]=1)([O-:3])=[O:2].[C:12]([O:19][CH3:20])(=[O:18])[CH2:13][C:14]([O:16][CH3:17])=[O:15]. Product: [CH3:17][O:16][C:14]([CH:13]([C@H:5]([C:6]1[CH:11]=[CH:10][CH:9]=[CH:8][CH:7]=1)[CH2:4][N+:1]([O-:3])=[O:2])[C:12]([O:19][CH3:20])=[O:18])=[O:15]. The catalyst class is: 11. (6) Reactant: [Br:1][C:2]1[CH:3]=[CH:4][C:5](=[O:8])[NH:6][CH:7]=1.[H-].[Na+].Br[CH2:12][CH2:13][OH:14]. Product: [Br:1][C:2]1[CH:3]=[CH:4][C:5](=[O:8])[N:6]([CH2:12][CH2:13][OH:14])[CH:7]=1. The catalyst class is: 3. (7) Reactant: C(OC([N:11]1[CH:17]2[CH:15]([CH:16]2[C:18]([O:20][CH2:21][CH3:22])=[O:19])[N:14]([CH2:23][C:24]2[CH:29]=[CH:28][C:27]([F:30])=[CH:26][CH:25]=2)[C:13](=[O:31])[CH2:12]1)=O)C1C=CC=CC=1. Product: [F:30][C:27]1[CH:26]=[CH:25][C:24]([CH2:23][N:14]2[C:13](=[O:31])[CH2:12][NH:11][CH2:17][CH:15]2[CH2:16][C:18]([O:20][CH2:21][CH3:22])=[O:19])=[CH:29][CH:28]=1. The catalyst class is: 63. (8) Reactant: [CH2:1]([O:8][C:9]([C@@H:11]1[CH2:14][C@H:13]([C:15]([OH:17])=[O:16])[C:12]1([CH3:19])[CH3:18])=[O:10])[C:2]1[CH:7]=[CH:6][CH:5]=[CH:4][CH:3]=1.CCN(C(C)C)C(C)C.[Cl:29][C:30]1[CH:38]=[C:37]([Cl:39])[CH:36]=[C:35]([Cl:40])[C:31]=1[C:32](Cl)=[O:33]. Product: [Cl:29][C:30]1[CH:38]=[C:37]([Cl:39])[CH:36]=[C:35]([Cl:40])[C:31]=1[C:32]([O:17][C:15]([C@H:13]1[CH2:14][C@@H:11]([C:9]([O:8][CH2:1][C:2]2[CH:3]=[CH:4][CH:5]=[CH:6][CH:7]=2)=[O:10])[C:12]1([CH3:19])[CH3:18])=[O:16])=[O:33]. The catalyst class is: 1. (9) Reactant: [CH3:1][C:2]1[N:3]([N:13]([CH2:21][C:22]#[CH:23])C(=O)OC(C)(C)C)[CH:4]=[C:5]([C:7]2[CH:8]=[N:9][CH:10]=[CH:11][CH:12]=2)[N:6]=1.FC(F)(F)C(O)=O. Product: [CH3:1][C:2]1[N:3]([NH:13][CH2:21][C:22]#[CH:23])[CH:4]=[C:5]([C:7]2[CH:8]=[N:9][CH:10]=[CH:11][CH:12]=2)[N:6]=1. The catalyst class is: 4. (10) The catalyst class is: 1. Product: [CH3:1][O:2][C:3]1[CH:4]=[CH:5][C:6]2[C:10]([O:11][C:12]3[CH:17]=[CH:16][C:15](/[CH:18]=[CH:19]/[C:20]([O:22][CH3:23])=[O:21])=[CH:14][CH:13]=3)=[C:9]([C:24]3[CH:25]=[CH:26][C:27]([O:30][CH3:31])=[CH:28][CH:29]=3)[S:8][C:7]=2[CH:33]=1. Reactant: [CH3:1][O:2][C:3]1[CH:4]=[CH:5][C:6]2[C:10]([O:11][C:12]3[CH:17]=[CH:16][C:15](/[CH:18]=[CH:19]/[C:20]([O:22][CH3:23])=[O:21])=[CH:14][CH:13]=3)=[C:9]([C:24]3[CH:29]=[CH:28][C:27]([O:30][CH3:31])=[CH:26][CH:25]=3)[S:8](=O)[C:7]=2[CH:33]=1.C1(P(C2C=CC=CC=2)C2C=CC=CC=2)C=CC=CC=1.